Dataset: Peptide-MHC class I binding affinity with 185,985 pairs from IEDB/IMGT. Task: Regression. Given a peptide amino acid sequence and an MHC pseudo amino acid sequence, predict their binding affinity value. This is MHC class I binding data. The peptide sequence is SNSGADVLY. The MHC is HLA-A01:01 with pseudo-sequence HLA-A01:01. The binding affinity (normalized) is 0.